Dataset: Forward reaction prediction with 1.9M reactions from USPTO patents (1976-2016). Task: Predict the product of the given reaction. (1) Given the reactants [OH:1]/[N:2]=[C:3](/[C:6]1[CH:11]=[CH:10][CH:9]=[C:8]([O:12][CH3:13])[CH:7]=1)\[C:4]#[N:5].Cl.Cl[CH2:16][C:17]1[N:18]=[C:19]([NH2:22])[S:20][CH:21]=1.[I-].[K+].C(=O)([O-])[O-].[Cs+].[Cs+], predict the reaction product. The product is: [NH2:22][C:19]1[S:20][CH:21]=[C:17]([CH2:16][O:1]/[N:2]=[C:3](/[C:6]2[CH:11]=[CH:10][CH:9]=[C:8]([O:12][CH3:13])[CH:7]=2)\[C:4]#[N:5])[N:18]=1. (2) Given the reactants B(Br)(Br)Br.[F:5][C:6]1[CH:39]=[CH:38][CH:37]=[C:36]([F:40])[C:7]=1[CH2:8][NH:9][C:10]1[C:15]([C:16]2[CH:21]=[CH:20][CH:19]=[CH:18][C:17]=2[O:22]C)=[CH:14][N:13]=[C:12]([N:24]2[CH2:29][CH2:28][CH:27]([N:30]3[CH2:35][CH2:34][CH2:33][CH2:32][CH2:31]3)[CH2:26][CH2:25]2)[N:11]=1.C(=O)([O-])O.[Na+], predict the reaction product. The product is: [F:5][C:6]1[CH:39]=[CH:38][CH:37]=[C:36]([F:40])[C:7]=1[CH2:8][NH:9][C:10]1[C:15]([C:16]2[CH:21]=[CH:20][CH:19]=[CH:18][C:17]=2[OH:22])=[CH:14][N:13]=[C:12]([N:24]2[CH2:25][CH2:26][CH:27]([N:30]3[CH2:31][CH2:32][CH2:33][CH2:34][CH2:35]3)[CH2:28][CH2:29]2)[N:11]=1. (3) Given the reactants [CH3:1][O:2][C:3](=[O:13])[C:4]1[C:9]([CH3:10])=[CH:8][C:7]([F:11])=[CH:6][C:5]=1I.[CH3:14][N:15](C=O)C, predict the reaction product. The product is: [CH3:1][O:2][C:3](=[O:13])[C:4]1[C:9]([CH3:10])=[CH:8][C:7]([F:11])=[CH:6][C:5]=1[C:14]#[N:15]. (4) Given the reactants C([O:8][C:9]1[C:14]([CH2:15][C:16]2[CH:21]=[CH:20][C:19]([O:22][CH3:23])=[CH:18][CH:17]=2)=N[CH:12]=[CH:11][N:10]=1)C1C=CC=CC=1.[CH2:24](O)C, predict the reaction product. The product is: [CH3:23][O:22][C:19]1[CH:18]=[CH:17][C:16]([CH2:15][C:14]2[C:9](=[O:8])[NH:10][CH:11]=[CH:12][CH:24]=2)=[CH:21][CH:20]=1.